This data is from Peptide-MHC class I binding affinity with 185,985 pairs from IEDB/IMGT. The task is: Regression. Given a peptide amino acid sequence and an MHC pseudo amino acid sequence, predict their binding affinity value. This is MHC class I binding data. (1) The peptide sequence is AVRHFPRIW. The MHC is HLA-A26:01 with pseudo-sequence HLA-A26:01. The binding affinity (normalized) is 0.0135. (2) The peptide sequence is EMIQLQEEL. The MHC is HLA-A02:01 with pseudo-sequence HLA-A02:01. The binding affinity (normalized) is 0.257. (3) The peptide sequence is GLMWLSYFV. The MHC is HLA-B08:01 with pseudo-sequence HLA-B08:01. The binding affinity (normalized) is 0.0847. (4) The peptide sequence is TTFPVNGGY. The MHC is HLA-B44:02 with pseudo-sequence HLA-B44:02. The binding affinity (normalized) is 0.0847. (5) The peptide sequence is AKNPNRFVI. The MHC is HLA-B07:02 with pseudo-sequence HLA-B07:02. The binding affinity (normalized) is 0.304.